This data is from Experimentally validated miRNA-target interactions with 360,000+ pairs, plus equal number of negative samples. The task is: Binary Classification. Given a miRNA mature sequence and a target amino acid sequence, predict their likelihood of interaction. (1) The miRNA is hsa-miR-5193 with sequence UCCUCCUCUACCUCAUCCCAGU. The protein sequence of the target gene is MAPTWGPGMVSVVGPMGLLVVLLVGGCAAEEPPRFIKEPKDQIGVSGGVASFVCQATGDPKPRVTWNKKGKKVNSQRFETIEFDESAGAVLRIQPLRTPRDENVYECVAQNSVGEITVHAKLTVLREDQLPSGFPNIDMGPQLKVVERTRTATMLCAASGNPDPEITWFKDFLPVDPSASNGRIKQLRSETFESTPIRGALQIESSEETDQGKYECVATNSAGVRYSSPANLYVRELREVRRVAPRFSILPMSHEIMPGGNVNITCVAVGSPMPYVKWMQGAEDLTPEDDMPVGRNVLEL.... Result: 0 (no interaction). (2) The miRNA is hsa-miR-4748 with sequence GAGGUUUGGGGAGGAUUUGCU. The protein sequence of the target gene is MGAGSVWASGLLLLWLLLLVAGDQDTQDTTATEKGLRMLKSGSGPVRAALAELVALPCFFTLQPRLSSLRDIPRIKWTKVQTASGQRQDLPILVAKDNVVRVAKGWQGRVSLPAYPRHRANATLLLGPLRASDSGLYRCQVVKGIEDEQDLVTLEVTGVVFHYRAARDRYALTFAEAQEACRLSSATIAAPRHLQAAFEDGFDNCDAGWLSDRTVRYPITQSRPGCYGDRSSLPGVRSYGRRDPQELYDVYCFARELGGEVFYVGPARRLTLAGARAQCQRQGAALASVGQLHLAWHEGL.... Result: 0 (no interaction). (3) The miRNA is hsa-miR-6875-5p with sequence UGAGGGACCCAGGACAGGAGA. The protein sequence of the target gene is MEVVEAAAAQLETLKFNGTDFGVGEGPAAPSPGSAPVPGTQPPLQSFEGSPDAGQTVEVKPAGEQPLQPVLNAVAAGTPAPQPQPPAESPACGDCVTSPGAAEPARAPDSLETSDSDSDSDSETDSDSSSSSSSSSSSSSSSSSSCISLPPVLSDGDDDLQIEKENKNFPLKTKDELLLNELPSVEELTIILPEDIELKPLGMVSSIIEQLVIIESMTNLPPVNEETVIFKSDRQAAGKIFEIFGPVAHPFYVLRFNSSDHIESKGIKIKETMYFAPSMKDFTQYIFTEKLKQDKGSDAS.... Result: 0 (no interaction).